This data is from Reaction yield outcomes from USPTO patents with 853,638 reactions. The task is: Predict the reaction yield, written as a fraction of the theoretical maximum amount of product (1.0 means a 100% yield; for example, 0.34 means a 34% yield). The reactants are [I:1][C:2]1[CH:7]=[CH:6][N:5]=[C:4]([C:8]([OH:10])=O)[CH:3]=1.CN(C)CCCN=C=NCC.ON1C2C=CC=CC=2N=N1.Cl.[CH3:33][O:34][C:35](=[O:38])[CH2:36][NH2:37]. The catalyst is C(Cl)Cl. The product is [CH3:33][O:34][C:35](=[O:38])[CH2:36][NH:37][C:8]([C:4]1[CH:3]=[C:2]([I:1])[CH:7]=[CH:6][N:5]=1)=[O:10]. The yield is 0.440.